Dataset: Forward reaction prediction with 1.9M reactions from USPTO patents (1976-2016). Task: Predict the product of the given reaction. (1) Given the reactants [NH2:1][C:2]1[C:9]([I:10])=[CH:8][C:5]([C:6]#[N:7])=[C:4]([N:11]2[CH2:16][CH2:15][O:14][CH2:13][CH2:12]2)[CH:3]=1.[H-].[Na+].Cl[C:20]1[C:29]2[C:24](=[CH:25][C:26]([F:31])=[CH:27][C:28]=2[F:30])[N:23]=[C:22]([C:32]2[CH:37]=[CH:36][CH:35]=[CH:34][N:33]=2)[C:21]=1[CH3:38].C(=O)([O-])[O-].[Na+].[Na+], predict the reaction product. The product is: [F:30][C:28]1[CH:27]=[C:26]([F:31])[CH:25]=[C:24]2[C:29]=1[C:20]([NH:1][C:2]1[C:9]([I:10])=[CH:8][C:5]([C:6]#[N:7])=[C:4]([N:11]3[CH2:16][CH2:15][O:14][CH2:13][CH2:12]3)[CH:3]=1)=[C:21]([CH3:38])[C:22]([C:32]1[CH:37]=[CH:36][CH:35]=[CH:34][N:33]=1)=[N:23]2. (2) Given the reactants [F:1][C:2]1[CH:9]=[CH:8][C:7]([C:10]([F:13])([F:12])[F:11])=[CH:6][C:3]=1[CH:4]=O.[C:14]([NH:17][NH2:18])([NH2:16])=[NH:15].[ClH:19], predict the reaction product. The product is: [ClH:19].[F:1][C:2]1[CH:9]=[CH:8][C:7]([C:10]([F:13])([F:12])[F:11])=[CH:6][C:3]=1[CH:4]=[N:18][NH:17][C:14]([NH2:16])=[NH:15]. (3) Given the reactants [Cl:1][C:2]1[CH:7]=[CH:6][C:5]([CH:8]([NH2:17])[CH:9]([NH2:16])[CH2:10][CH:11]2[CH2:15][CH2:14][CH2:13][CH2:12]2)=[CH:4][CH:3]=1.Cl.[CH2:19]([O:21][C:22]1[CH:32]=[C:31]([O:33][CH2:34][CH3:35])[CH:30]=[CH:29][C:23]=1[C:24](=N)OCC)[CH3:20].ClC1C=CC(C2NC(C3C=CC(OC)=CC=3OCC)=NC2CC2CCCC2)=CC=1, predict the reaction product. The product is: [Cl:1][C:2]1[CH:3]=[CH:4][C:5]([CH:8]2[NH:17][C:24]([C:23]3[CH:29]=[CH:30][C:31]([O:33][CH2:34][CH3:35])=[CH:32][C:22]=3[O:21][CH2:19][CH3:20])=[N:16][CH:9]2[CH2:10][CH:11]2[CH2:12][CH2:13][CH2:14][CH2:15]2)=[CH:6][CH:7]=1. (4) The product is: [Cl:8][C:9]1[S:16][C:15]2[C:14]3([CH:20]([C:21]4[CH:26]=[CH:25][CH:24]=[C:23]([Cl:27])[C:22]=4[F:28])[CH:19]([C:29]([NH:77][C:76]4[CH:78]=[CH:79][C:73]([O:72][CH2:71][CH2:70][OH:69])=[CH:74][C:75]=4[O:80][CH3:81])=[O:30])[NH:18][CH:17]3[CH2:32][C:33]([CH3:35])([CH3:36])[CH3:34])[C:13](=[O:37])[NH:12][C:11]=2[CH:10]=1. Given the reactants FC(F)(F)C(O)=O.[Cl:8][C:9]1[S:16][C:15]2[C:14]3([CH:20]([C:21]4[CH:26]=[CH:25][CH:24]=[C:23]([Cl:27])[C:22]=4[F:28])[CH:19]([C:29](O)=[O:30])[NH:18][CH:17]3[CH2:32][C:33]([CH3:36])([CH3:35])[CH3:34])[C:13](=[O:37])[NH:12][C:11]=2[CH:10]=1.C(N(C(C)C)CC)(C)C.C1(P(Cl)(C2C=CC=CC=2)=O)C=CC=CC=1.[Si]([O:69][CH2:70][CH2:71][O:72][C:73]1[CH:79]=[CH:78][C:76]([NH2:77])=[C:75]([O:80][CH3:81])[CH:74]=1)(C(C)(C)C)(C)C.Cl, predict the reaction product. (5) Given the reactants [CH3:1][C:2]1[CH:3]=[CH:4][C:5]2[O:10][CH2:9][CH2:8][NH:7][C:6]=2[CH:11]=1.[Cl:12][C:13]1[CH:14]=[C:15]([CH:19]=[C:20]([Cl:23])[C:21]=1[OH:22])[C:16](Cl)=[O:17], predict the reaction product. The product is: [Cl:12][C:13]1[CH:14]=[C:15]([C:16]([N:7]2[C:6]3[CH:11]=[C:2]([CH3:1])[CH:3]=[CH:4][C:5]=3[O:10][CH2:9][CH2:8]2)=[O:17])[CH:19]=[C:20]([Cl:23])[C:21]=1[OH:22]. (6) The product is: [F:38][C:39]1[CH:40]=[C:41]([NH:55][C:56]([NH:58][C:59]([C:60]2([C:61]3[CH:62]=[CH:63][CH:64]=[CH:65][CH:66]=3)[CH2:2][CH2:1]2)=[O:67])=[S:57])[CH:42]=[CH:43][C:44]=1[O:45][C:46]1[CH:51]=[CH:50][N:49]=[C:48]2[CH:52]=[CH:53][S:54][C:47]=12. Given the reactants [CH2:1](N1C2N=CN=C(OC3C=CC(NC(NC(=O)CC4C=CC=CC=4)=S)=CC=3F)C=2C=C1)[C:2]1C=CC=CC=1.[F:38][C:39]1[CH:40]=[C:41]([NH:55][C:56]([NH:58][C:59](=[O:67])[CH2:60][C:61]2[CH:66]=[CH:65][CH:64]=[CH:63][CH:62]=2)=[S:57])[CH:42]=[CH:43][C:44]=1[O:45][C:46]1[CH:51]=[CH:50][N:49]=[C:48]2[CH:52]=[CH:53][S:54][C:47]=12.C1(C2(C(N=C=S)=O)CC2)C=CC=CC=1, predict the reaction product. (7) Given the reactants Cl.[NH2:2][CH2:3][C:4]1[CH:5]=[C:6]([NH:10][S:11]([CH3:14])(=[O:13])=[O:12])[CH:7]=[CH:8][CH:9]=1.[CH2:15]([N:23]=[C:24]=[S:25])[CH2:16][C:17]1[CH:22]=[CH:21][CH:20]=[CH:19][CH:18]=1, predict the reaction product. The product is: [S:11]([NH:10][C:6]1[CH:5]=[C:4]([CH:9]=[CH:8][CH:7]=1)[CH2:3][NH:2][C:24]([NH:23][CH2:15][CH2:16][C:17]1[CH:22]=[CH:21][CH:20]=[CH:19][CH:18]=1)=[S:25])([CH3:14])(=[O:13])=[O:12]. (8) Given the reactants Cl[C:2]1[CH:7]=[N:6][CH:5]=[CH:4][N:3]=1.C(=O)([O-])[O-].[K+].[K+].C(C([NH:20][CH:21]1[CH2:26][CH2:25][NH:24][CH2:23][CH2:22]1)=O)(C)(C)C.C(Cl)(Cl)Cl, predict the reaction product. The product is: [NH2:20][CH:21]1[CH2:26][CH2:25][N:24]([C:2]2[CH:7]=[N:6][CH:5]=[CH:4][N:3]=2)[CH2:23][CH2:22]1. (9) Given the reactants [NH:1]1[CH2:5][CH2:4][CH2:3][CH2:2]1.[Cl:6][C:7]1[CH:38]=[CH:37][CH:36]=[CH:35][C:8]=1[C:9]([NH:11][C:12](=[O:34])[NH:13][C:14]1[S:15][C:16]2[CH:22]=[C:21]([S:23]([CH2:26]CN3CCCCC3)(=[O:25])=[O:24])[CH:20]=[CH:19][C:17]=2[N:18]=1)=[O:10].[CH3:39]C#N, predict the reaction product. The product is: [Cl:6][C:7]1[CH:38]=[CH:37][C:36]([CH2:39][N:1]2[CH2:5][CH2:4][CH2:3][CH2:2]2)=[CH:35][C:8]=1[C:9]([NH:11][C:12](=[O:34])[NH:13][C:14]1[S:15][C:16]2[CH:22]=[C:21]([S:23]([CH3:26])(=[O:24])=[O:25])[CH:20]=[CH:19][C:17]=2[N:18]=1)=[O:10]. (10) Given the reactants C[C:2]1[CH:7]=[CH:6][C:5]([NH2:8])=[CH:4][C:3]=1[N+:9]([O-:11])=[O:10].[O:12]=[C:13]1[C:22]2[C:17](=[CH:18][CH:19]=[C:20]([C:23](Cl)=[O:24])[CH:21]=2)[N:16]=[CH:15][NH:14]1.[CH3:26]N(C=O)C, predict the reaction product. The product is: [CH3:26][C:6]1[CH:7]=[CH:2][C:3]([N+:9]([O-:11])=[O:10])=[CH:4][C:5]=1[NH:8][C:23]([C:20]1[CH:21]=[C:22]2[C:17](=[CH:18][CH:19]=1)[N:16]=[CH:15][NH:14][C:13]2=[O:12])=[O:24].